From a dataset of Catalyst prediction with 721,799 reactions and 888 catalyst types from USPTO. Predict which catalyst facilitates the given reaction. (1) Reactant: C(=O)([O-])[O-].[Na+].[Na+].[ClH:7].[N:8]12[CH2:15][CH2:14][CH:11]([CH2:12][CH2:13]1)[C@@H:10]([NH:16][C:17]([C:19]1[O:20][C:21]3[C:27](Br)=[CH:26][CH:25]=[CH:24][C:22]=3[CH:23]=1)=[O:18])[CH2:9]2.[C:29]([C:32]1[CH:33]=[C:34](B(O)O)[CH:35]=[CH:36][CH:37]=1)([OH:31])=[O:30]. Product: [ClH:7].[N:8]12[CH2:15][CH2:14][CH:11]([CH2:12][CH2:13]1)[C@@H:10]([NH:16][C:17]([C:19]1[O:20][C:21]3[C:27]([C:36]4[CH:37]=[C:32]([CH:33]=[CH:34][CH:35]=4)[C:29]([OH:31])=[O:30])=[CH:26][CH:25]=[CH:24][C:22]=3[CH:23]=1)=[O:18])[CH2:9]2. The catalyst class is: 151. (2) Reactant: C(NC(C)C)(C)C.[Li]CCCC.[C:13]([OH:18])(=[O:17])[CH:14]([CH3:16])[CH3:15].CN(P(N(C)C)(N(C)C)=O)C.[CH2:30]([O:37][C:38]1[CH:39]=[C:40]([CH:43]=[CH:44][CH:45]=1)[CH2:41]Cl)[C:31]1[CH:36]=[CH:35][CH:34]=[CH:33][CH:32]=1.Cl. Product: [CH3:15][C:14]([CH3:16])([CH2:41][C:40]1[CH:43]=[CH:44][CH:45]=[C:38]([O:37][CH2:30][C:31]2[CH:36]=[CH:35][CH:34]=[CH:33][CH:32]=2)[CH:39]=1)[C:13]([OH:18])=[O:17]. The catalyst class is: 20. (3) Reactant: [Si]([O:8][C:9]1[CH:10]=[C:11]([CH:15]2[CH:19]=[C:18]([C:20]3[CH:25]=[C:24](Cl)[CH:23]=[CH:22][C:21]=3[F:27])[CH2:17][N:16]2[C:28]([O:30]C(C)(C)C)=O)[CH:12]=[CH:13][CH:14]=1)(C(C)(C)C)(C)C.C(O)(C(F)(F)[F:38])=O.C[CH2:43][N:44]([CH2:47]C)CC.CN(C)C(Cl)=O. Product: [F:27][C:21]1[CH:22]=[CH:23][C:24]([F:38])=[CH:25][C:20]=1[C:18]1[CH2:17][N:16]([C:28]([N:44]([CH3:47])[CH3:43])=[O:30])[CH:15]([C:11]2[CH:12]=[CH:13][CH:14]=[C:9]([OH:8])[CH:10]=2)[CH:19]=1. The catalyst class is: 2. (4) Reactant: Cl.[NH:2]1[CH2:7][CH2:6][CH2:5][CH:4]([CH2:8][N:9]2[C:17]3[CH2:16][CH2:15][N:14]([C:18](=[O:20])[CH3:19])[CH2:13][C:12]=3[C:11]([NH:21][C:22]3[CH:23]=[C:24]([CH3:28])[CH:25]=[CH:26][CH:27]=3)=[N:10]2)[CH2:3]1.C=O.[CH3:31]CN(CC)CC.[BH-](OC(C)=O)(OC(C)=O)OC(C)=O.[Na+]. Product: [CH3:31][N:2]1[CH2:7][CH2:6][CH2:5][CH:4]([CH2:8][N:9]2[C:17]3[CH2:16][CH2:15][N:14]([C:18](=[O:20])[CH3:19])[CH2:13][C:12]=3[C:11]([NH:21][C:22]3[CH:23]=[C:24]([CH3:28])[CH:25]=[CH:26][CH:27]=3)=[N:10]2)[CH2:3]1. The catalyst class is: 2. (5) Reactant: [N+:1]([O-:4])(O)=[O:2].[Cl:5][C:6]1[S:10][C:9]([C:11]([O:13][CH3:14])=[O:12])=[CH:8][CH:7]=1. Product: [Cl:5][C:6]1[S:10][C:9]([C:11]([O:13][CH3:14])=[O:12])=[CH:8][C:7]=1[N+:1]([O-:4])=[O:2]. The catalyst class is: 170.